This data is from Forward reaction prediction with 1.9M reactions from USPTO patents (1976-2016). The task is: Predict the product of the given reaction. (1) The product is: [NH2:18][C:13]1[N:14]=[C:15]([CH3:17])[N:16]=[C:11]([C:10]2[N:5]3[CH:6]=[CH:7][CH:8]=[CH:9][C:4]3=[N:3][C:2]=2[NH:24][C:21]2[CH:22]=[CH:23][NH:19][N:20]=2)[N:12]=1. Given the reactants Cl[C:2]1[N:3]=[C:4]2[CH:9]=[CH:8][CH:7]=[CH:6][N:5]2[C:10]=1[C:11]1[N:16]=[C:15]([CH3:17])[N:14]=[C:13]([NH2:18])[N:12]=1.[NH:19]1[CH:23]=[CH:22][C:21]([NH2:24])=[N:20]1.CC1C=CC(S(O)(=O)=O)=CC=1.O, predict the reaction product. (2) Given the reactants I[C:2]1[CH:7]=[CH:6][C:5]([CH2:8][N:9]2[C:14]3[N:15]=[CH:16][CH:17]=[CH:18][C:13]=3[C:12]3=[N:19][N:20]([CH:23]4[CH2:28][CH2:27][CH2:26][O:25][CH2:24]4)[C:21](=[O:22])[C:11]3=[N:10]2)=[CH:4][CH:3]=1.[NH:29]1[CH:33]=[CH:32][CH:31]=[N:30]1.P([O-])([O-])([O-])=O.[K+].[K+].[K+].CN[C@@H]1CCCC[C@H]1NC.C(=O)(O)[O-].[Na+], predict the reaction product. The product is: [N:29]1([C:2]2[CH:7]=[CH:6][C:5]([CH2:8][N:9]3[C:14]4[N:15]=[CH:16][CH:17]=[CH:18][C:13]=4[C:12]4=[N:19][N:20]([CH:23]5[CH2:28][CH2:27][CH2:26][O:25][CH2:24]5)[C:21](=[O:22])[C:11]4=[N:10]3)=[CH:4][CH:3]=2)[CH:33]=[CH:32][CH:31]=[N:30]1. (3) Given the reactants [C:1]([OH:14])(=[O:13])/[CH:2]=[CH:3]/[C:4]1[CH:12]=[CH:11][C:9]([OH:10])=[C:6]([O:7][CH3:8])[CH:5]=1.[N+:15]([O:18][CH2:19][CH2:20][CH2:21][CH2:22]Br)([O-:17])=[O:16].C(N(CC)CC)C, predict the reaction product. The product is: [N+:15]([O:18][CH2:19][CH2:20][CH2:21][CH2:22][O:13][C:1](=[O:14])/[CH:2]=[CH:3]/[C:4]1[CH:12]=[CH:11][C:9]([OH:10])=[C:6]([O:7][CH3:8])[CH:5]=1)([O-:17])=[O:16].